Task: Predict the reactants needed to synthesize the given product.. Dataset: Full USPTO retrosynthesis dataset with 1.9M reactions from patents (1976-2016) Given the product [Cl:12][C:13]1[CH:14]=[C:15]([C:20]2([C:33]([F:35])([F:34])[F:36])[O:24][N:23]=[C:22]([C:25]3[CH:30]=[CH:29][C:28]([N:7]4[CH:11]=[CH:10][CH:9]=[N:8]4)=[C:27]([CH3:32])[CH:26]=3)[CH2:21]2)[CH:16]=[C:17]([Cl:19])[CH:18]=1, predict the reactants needed to synthesize it. The reactants are: C(=O)([O-])[O-].[K+].[K+].[NH:7]1[CH:11]=[CH:10][CH:9]=[N:8]1.[Cl:12][C:13]1[CH:14]=[C:15]([C:20]2([C:33]([F:36])([F:35])[F:34])[O:24][N:23]=[C:22]([C:25]3[CH:30]=[CH:29][C:28](F)=[C:27]([CH3:32])[CH:26]=3)[CH2:21]2)[CH:16]=[C:17]([Cl:19])[CH:18]=1.